From a dataset of Retrosynthesis with 50K atom-mapped reactions and 10 reaction types from USPTO. Predict the reactants needed to synthesize the given product. (1) Given the product CCOC(=O)c1cn(-c2nc(SC(C)C)nc(C(F)(F)F)c2I)nc1C(F)(F)F, predict the reactants needed to synthesize it. The reactants are: CC(C)Sc1nc(Cl)c(I)c(C(F)(F)F)n1.CCOC(=O)c1c[nH]nc1C(F)(F)F. (2) Given the product COc1ccc(F)c2c1C[C@@H](N(C1CCCC1)C1CCC1)CO2, predict the reactants needed to synthesize it. The reactants are: COc1ccc(F)c2c1C[C@@H](NC1CCCC1)CO2.O=C1CCC1.